From a dataset of Reaction yield outcomes from USPTO patents with 853,638 reactions. Predict the reaction yield, written as a fraction of the theoretical maximum amount of product (1.0 means a 100% yield; for example, 0.34 means a 34% yield). (1) The reactants are O[N:2]=[C:3]([C:5]1[S:9][C:8]([C:10]([OH:12])=[O:11])=[CH:7][CH:6]=1)[CH3:4]. The catalyst is C(O)(=O)C.[Zn]. The product is [NH2:2][CH:3]([C:5]1[S:9][C:8]([C:10]([OH:12])=[O:11])=[CH:7][CH:6]=1)[CH3:4]. The yield is 0.370. (2) The reactants are C1C=C2N=NN([O:10][C:11]([C:13](ON3N=NC4C3=CC=CC=4)=O)=O)C2=CC=1.[F:25][C:26]1[C:27]([NH:45][C:46]2[CH:51]=[CH:50][C:49]([I:52])=[CH:48][C:47]=2[F:53])=[C:28]([CH:36]=[C:37]([CH2:40][NH:41][CH2:42][CH2:43][OH:44])[C:38]=1[F:39])[C:29]([NH:31][O:32][CH2:33][CH2:34][OH:35])=[O:30].[OH2:54].Cl. The catalyst is CN(C)C1C=CN=CC=1.CN(C)C=O.C(Cl)Cl.CO. The product is [O:44]=[C:43]1[O:10][CH2:11][CH2:13][N:41]([CH2:40][C:37]2[C:38]([F:39])=[C:26]([F:25])[C:27]([NH:45][C:46]3[CH:51]=[CH:50][C:49]([I:52])=[CH:48][C:47]=3[F:53])=[C:28]([CH:36]=2)[C:29]([NH:31][O:32][CH2:33][CH2:34][OH:35])=[O:30])[C:42]1=[O:54]. The yield is 0.0600. (3) The reactants are [CH3:1][O:2][C:3]1[CH:8]=[CH:7][C:6]([C:9]2[CH:10]=[C:11]([CH3:18])[C:12]3[O:16][CH:15]=[CH:14][C:13]=3[CH:17]=2)=[CH:5][CH:4]=1.C1C(=O)N(Br)C(=[O:22])C1.OP([O-])([O-])=O.[K+].[K+]. The catalyst is C(Cl)(Cl)(Cl)Cl.CC(N=NC(C#N)(C)C)(C#N)C. The product is [CH3:1][O:2][C:3]1[CH:8]=[CH:7][C:6]([C:9]2[CH:10]=[C:11]([CH:18]=[O:22])[C:12]3[O:16][CH:15]=[CH:14][C:13]=3[CH:17]=2)=[CH:5][CH:4]=1. The yield is 0.500. (4) The reactants are [Br:1][CH2:2][C:3]1[CH:10]=[CH:9][C:6]([C:7]#[N:8])=[CH:5][C:4]=1[N+:11]([O-:13])=[O:12].CSC.B.[C:18](O[C:18]([O:20][C:21]([CH3:24])([CH3:23])[CH3:22])=[O:19])([O:20][C:21]([CH3:24])([CH3:23])[CH3:22])=[O:19]. The catalyst is C1COCC1. The product is [Br:1][CH2:2][C:3]1[CH:10]=[CH:9][C:6]([CH2:7][NH:8][C:18](=[O:19])[O:20][C:21]([CH3:24])([CH3:23])[CH3:22])=[CH:5][C:4]=1[N+:11]([O-:13])=[O:12]. The yield is 0.550. (5) The reactants are [S:1]1[C:9]2[CH2:8][CH2:7][O:6][C@H:5]([C@@H:10]([NH:12]C(=O)OCC3C4C=CC=CC=4C4C3=CC=CC=4)[CH3:11])[C:4]=2[CH:3]=[CH:2]1.N1CCCCC1. The catalyst is CC#N. The product is [S:1]1[C:9]2[CH2:8][CH2:7][O:6][C@H:5]([C@@H:10]([NH2:12])[CH3:11])[C:4]=2[CH:3]=[CH:2]1. The yield is 0.820.